This data is from Forward reaction prediction with 1.9M reactions from USPTO patents (1976-2016). The task is: Predict the product of the given reaction. (1) Given the reactants C([Li])CCC.Br[C:7]1[CH:12]=[C:11]([CH3:13])[C:10]([C:14]2[CH:19]=[CH:18][CH:17]=[CH:16][CH:15]=2)=[C:9]([CH3:20])[CH:8]=1.S(=O)=O.[S:24](Cl)([Cl:27])(=[O:26])=[O:25], predict the reaction product. The product is: [CH3:13][C:11]1[CH:12]=[C:7]([S:24]([Cl:27])(=[O:26])=[O:25])[CH:8]=[C:9]([CH3:20])[C:10]=1[C:14]1[CH:19]=[CH:18][CH:17]=[CH:16][CH:15]=1. (2) Given the reactants Br[C:2]1[CH:11]=[CH:10][C:9]([F:12])=[CH:8][C:3]=1[C:4]([O:6]C)=[O:5].[F:13][C:14]([F:21])([C:17]([F:20])([F:19])[F:18])[CH2:15][NH2:16].C([O-])(=O)C.[K+].C(N(CC)CC)C, predict the reaction product. The product is: [F:12][C:9]1[CH:10]=[CH:11][C:2]([NH:16][CH2:15][C:14]([F:21])([F:13])[C:17]([F:20])([F:19])[F:18])=[C:3]([CH:8]=1)[C:4]([OH:6])=[O:5].